From a dataset of Catalyst prediction with 721,799 reactions and 888 catalyst types from USPTO. Predict which catalyst facilitates the given reaction. Reactant: [OH:1][C:2]1C2C(=CC=CC=2)OC(=O)C=1.Cl.ON.[CH2:16]([N:18]([CH2:21][CH3:22])[CH2:19][CH3:20])[CH3:17]. Product: [CH3:17][CH2:16][N:18]([CH2:21][CH3:22])[CH2:19][CH3:20].[CH3:2][OH:1]. The catalyst class is: 5.